Dataset: Forward reaction prediction with 1.9M reactions from USPTO patents (1976-2016). Task: Predict the product of the given reaction. (1) Given the reactants [C:1]12([CH2:11][C:12]([NH:14][C:15]3[C:24]([CH3:25])=[CH:23][CH:22]=[C:21]4[C:16]=3[CH:17]=[CH:18][C:19]([N:26]3[CH2:30][CH2:29][C@H:28]([NH:31][C:32]([N:34]5[CH2:38][CH2:37][C@H:36]([NH:39]C(=O)OC(C)(C)C)[CH2:35]5)=[O:33])[CH2:27]3)=[N:20]4)=[O:13])[CH2:10][CH:5]3[CH2:6][CH:7]([CH2:9][CH:3]([CH2:4]3)[CH2:2]1)[CH2:8]2.[ClH:47].[OH-].[Na+], predict the reaction product. The product is: [ClH:47].[ClH:47].[C:1]12([CH2:11][C:12]([NH:14][C:15]3[C:24]([CH3:25])=[CH:23][CH:22]=[C:21]4[C:16]=3[CH:17]=[CH:18][C:19]([N:26]3[CH2:30][CH2:29][C@H:28]([NH:31][C:32]([N:34]5[CH2:38][CH2:37][C@H:36]([NH2:39])[CH2:35]5)=[O:33])[CH2:27]3)=[N:20]4)=[O:13])[CH2:2][CH:3]3[CH2:4][CH:5]([CH2:6][CH:7]([CH2:9]3)[CH2:8]1)[CH2:10]2. (2) Given the reactants [F:1][C:2]1([F:34])[C:9]2([C:13]([F:17])([F:16])[CH2:14][OH:15])[C:10]([F:12])([F:11])[C:5]3([F:26])[C:6]([F:25])([F:24])[C:7]([F:23])([C:20]([F:22])([F:21])[C:3]1([C:29]([F:33])([F:32])[CH2:30][OH:31])[C:4]3([F:28])[F:27])[C:8]2([F:19])[F:18].C(N(CC)CC)C.[C:42](Cl)(=[O:45])[CH:43]=[CH2:44].[Cl-].[Na+], predict the reaction product. The product is: [C:30]([OH:31])(=[O:45])[CH:29]=[CH2:3].[C:42]([OH:45])(=[O:15])[CH:43]=[CH2:44].[F:1][C:2]1([F:34])[C:3]2([C:29]([F:33])([F:32])[CH2:30][OH:31])[C:4]([F:28])([F:27])[C:5]3([F:26])[C:6]([F:25])([F:24])[C:7]([F:23])([C:8]([F:18])([F:19])[C:9]1([C:13]([F:16])([F:17])[CH2:14][OH:15])[C:10]3([F:11])[F:12])[C:20]2([F:21])[F:22]. (3) Given the reactants [CH:1]1[C:10]2[C:5](=[CH:6][C:7]([C:11]([O:13]C)=[O:12])=[CH:8][CH:9]=2)[CH:4]=[CH:3][C:2]=1[C:15]([O:17]C)=[O:16].C(COC1C=C2C(=CC=1)C=C(C(O)=O)C=C2)OC1C=C2C(=CC=1)C=C(C(O)=O)C=C2, predict the reaction product. The product is: [CH:1]1[C:10]2[C:5](=[CH:6][C:7]([C:11]([OH:13])=[O:12])=[CH:8][CH:9]=2)[CH:4]=[CH:3][C:2]=1[C:15]([OH:17])=[O:16]. (4) Given the reactants Br[C:2]1[N:7]=[CH:6][C:5]([C:8]([N:10]2[CH2:15][CH2:14][N:13]([C:16]3[C:21]([CH3:22])=[CH:20][C:19]([CH2:23][CH3:24])=[CH:18][N:17]=3)[CH2:12][CH2:11]2)=[O:9])=[CH:4][CH:3]=1.[S:25]1(=[O:32])(=[O:31])[CH2:30][CH2:29][CH2:28][CH2:27][NH:26]1, predict the reaction product. The product is: [O:31]=[S:25]1(=[O:32])[CH2:30][CH2:29][CH2:28][CH2:27][N:26]1[C:2]1[N:7]=[CH:6][C:5]([C:8]([N:10]2[CH2:15][CH2:14][N:13]([C:16]3[C:21]([CH3:22])=[CH:20][C:19]([CH2:23][CH3:24])=[CH:18][N:17]=3)[CH2:12][CH2:11]2)=[O:9])=[CH:4][CH:3]=1. (5) Given the reactants [CH3:1][NH:2][C:3]1[C:8]([CH:9]=O)=[CH:7][N:6]=[C:5]2[CH:11]=[CH:12][S:13][C:4]=12.[CH3:14][O:15][C:16]1[CH:17]=[C:18]([CH:20]=[C:21]([O:23][CH3:24])[CH:22]=1)[NH2:19].C(O)(=O)C.C([BH3-])#N.[Na+], predict the reaction product. The product is: [CH3:24][O:23][C:21]1[CH:20]=[C:18]([NH:19][CH2:9][C:8]2[C:3]([NH:2][CH3:1])=[C:4]3[S:13][CH:12]=[CH:11][C:5]3=[N:6][CH:7]=2)[CH:17]=[C:16]([O:15][CH3:14])[CH:22]=1. (6) Given the reactants [Mg].[CH3:2][CH2:3][O:4][C:5]([C@H:7]1[CH2:11][CH2:10][C:9](=[O:12])[N:8]1[C:13]([O:15][C:16]([CH3:19])([CH3:18])[CH3:17])=[O:14])=[O:6].O.Br[C:22]1[CH:27]=[CH:26][C:25]([F:28])=[C:24]([F:29])[C:23]=1[F:30], predict the reaction product. The product is: [C:16]([O:15][C:13]([NH:8][C@H:7]([CH2:11][CH2:10][C:9]([C:22]1[CH:27]=[CH:26][C:25]([F:28])=[C:24]([F:29])[C:23]=1[F:30])=[O:12])[C:5]([O:4][CH2:3][CH3:2])=[O:6])=[O:14])([CH3:19])([CH3:18])[CH3:17].